This data is from Reaction yield outcomes from USPTO patents with 853,638 reactions. The task is: Predict the reaction yield, written as a fraction of the theoretical maximum amount of product (1.0 means a 100% yield; for example, 0.34 means a 34% yield). (1) The reactants are [CH3:1][O:2][C:3]([CH:5]1[CH2:14][C:13]2[C:8](=[CH:9][C:10]([O:17][CH3:18])=[C:11]([O:15][CH3:16])[CH:12]=2)[CH2:7][NH:6]1)=[O:4]. The catalyst is C1(C)C=CC=CC=1.O1CCOCC1.C1COCC1.O=[Mn]=O. The product is [CH3:1][O:2][C:3]([C:5]1[N:6]=[CH:7][C:8]2[C:13]([CH:14]=1)=[CH:12][C:11]([O:15][CH3:16])=[C:10]([O:17][CH3:18])[CH:9]=2)=[O:4]. The yield is 0.260. (2) The yield is 0.710. The product is [CH2:1]([O:3][C:4]([C:6]1[C:7]2[CH2:13][N:12]([C:17]([CH:14]3[CH2:16][CH2:15]3)=[O:18])[CH2:11][C:8]=2[NH:9][N:10]=1)=[O:5])[CH3:2]. The reactants are [CH2:1]([O:3][C:4]([C:6]1[C:7]2[CH2:13][NH:12][CH2:11][C:8]=2[NH:9][N:10]=1)=[O:5])[CH3:2].[CH:14]1([C:17](Cl)=[O:18])[CH2:16][CH2:15]1.C(N(C(C)C)CC)(C)C. The catalyst is C1COCC1. (3) The reactants are [C:1]([C:4]1([C:7]2[CH:12]=[CH:11][CH:10]=[CH:9][C:8]=2[C:13]#[C:14][C:15]2[C:20]([C:21]([F:24])([F:23])[F:22])=[CH:19][N:18]=[C:17]([NH:25][C:26]3[CH:31]=[CH:30][C:29]([CH:32]([NH:34][C:35](=[O:41])[O:36][C:37]([CH3:40])([CH3:39])[CH3:38])[CH3:33])=[CH:28][CH:27]=3)[N:16]=2)[CH2:6][CH2:5]1)(=[O:3])[NH2:2]. The catalyst is CCOC(C)=O.CN(C=O)C.[Pd]. The product is [C:1]([C:4]1([C:7]2[CH:12]=[CH:11][CH:10]=[CH:9][C:8]=2[CH2:13][CH2:14][C:15]2[C:20]([C:21]([F:22])([F:24])[F:23])=[CH:19][N:18]=[C:17]([NH:25][C:26]3[CH:31]=[CH:30][C:29]([CH:32]([NH:34][C:35](=[O:41])[O:36][C:37]([CH3:40])([CH3:39])[CH3:38])[CH3:33])=[CH:28][CH:27]=3)[N:16]=2)[CH2:6][CH2:5]1)(=[O:3])[NH2:2]. The yield is 0.560.